Task: Predict the product of the given reaction.. Dataset: Forward reaction prediction with 1.9M reactions from USPTO patents (1976-2016) (1) Given the reactants Cl[C:2]1[CH:11]=[CH:10][C:9]2[C:4](=[CH:5][CH:6]=[C:7](Cl)[CH:8]=2)[N:3]=1.[CH3:13][O:14][C:15]1[CH:22]=[CH:21][CH:20]=[CH:19][C:16]=1[CH2:17][NH2:18].[NH2:23][CH2:24][CH2:25][CH2:26][N:27]1[CH2:32][CH2:31][O:30][CH2:29][CH2:28]1, predict the reaction product. The product is: [CH3:13][O:14][C:15]1[CH:22]=[CH:21][CH:20]=[CH:19][C:16]=1[CH2:17][NH:18][C:2]1[CH:11]=[CH:10][C:9]2[C:4](=[CH:5][CH:6]=[C:7]([NH:23][CH2:24][CH2:25][CH2:26][N:27]3[CH2:32][CH2:31][O:30][CH2:29][CH2:28]3)[CH:8]=2)[N:3]=1. (2) Given the reactants [CH3:1][C:2]([CH3:21])([CH3:20])[C:3]([C:5]1[N:9]([CH2:10][C:11](O)=[O:12])[C:8]2[CH:14]=[C:15]([O:18][CH3:19])[CH:16]=[CH:17][C:7]=2[N:6]=1)=[O:4].C1C=CC2N(O)N=NC=2C=1.[CH2:32]([NH:36][CH2:37][CH2:38][CH2:39][CH3:40])[CH2:33][CH2:34][CH3:35].CCN(C(C)C)C(C)C, predict the reaction product. The product is: [CH2:32]([N:36]([CH2:37][CH2:38][CH2:39][CH3:40])[C:11](=[O:12])[CH2:10][N:9]1[C:8]2[CH:14]=[C:15]([O:18][CH3:19])[CH:16]=[CH:17][C:7]=2[N:6]=[C:5]1[C:3](=[O:4])[C:2]([CH3:20])([CH3:21])[CH3:1])[CH2:33][CH2:34][CH3:35]. (3) Given the reactants [C:1]([O:5][C:6](=[O:22])[NH:7][CH2:8][CH2:9][C:10](=[C:12]1C(=O)OC(C)(C)[O:14][C:13]1=O)[OH:11])([CH3:4])([CH3:3])[CH3:2], predict the reaction product. The product is: [C:1]([O:5][C:6]([N:7]1[CH2:8][CH2:9][C:10](=[O:11])[CH2:12][C:13]1=[O:14])=[O:22])([CH3:4])([CH3:3])[CH3:2]. (4) Given the reactants [CH3:1][O:2][C:3]1[CH:4]=[CH:5][C:6]([N+:26]([O-])=O)=[C:7]([CH:25]=1)[CH2:8][N:9]([CH2:19][C:20]([O:22][CH2:23][CH3:24])=[O:21])[C:10](=[O:18])[C:11]1[CH:16]=[CH:15][C:14]([Cl:17])=[CH:13][CH:12]=1.[H][H], predict the reaction product. The product is: [NH2:26][C:6]1[CH:5]=[CH:4][C:3]([O:2][CH3:1])=[CH:25][C:7]=1[CH2:8][N:9]([CH2:19][C:20]([O:22][CH2:23][CH3:24])=[O:21])[C:10](=[O:18])[C:11]1[CH:16]=[CH:15][C:14]([Cl:17])=[CH:13][CH:12]=1. (5) Given the reactants COC1C=CC(C[N:8]2[C:16]3[C:11](=[CH:12][CH:13]=[CH:14][CH:15]=3)[C:10]3([C:28]4[C:19](=[CH:20][C:21]5[O:25][N:24]=[C:23]([CH3:26])[C:22]=5[CH:27]=4)[O:18][CH2:17]3)[C:9]2=[O:29])=CC=1.FC(F)(F)S(O)(=O)=O, predict the reaction product. The product is: [CH3:26][C:23]1[C:22]2[CH:27]=[C:28]3[C:10]4([C:11]5[C:16](=[CH:15][CH:14]=[CH:13][CH:12]=5)[NH:8][C:9]4=[O:29])[CH2:17][O:18][C:19]3=[CH:20][C:21]=2[O:25][N:24]=1.